From a dataset of Experimentally validated miRNA-target interactions with 360,000+ pairs, plus equal number of negative samples. Binary Classification. Given a miRNA mature sequence and a target amino acid sequence, predict their likelihood of interaction. (1) The miRNA is mmu-miR-329-3p with sequence AACACACCCAGCUAACCUUUUU. The protein sequence of the target gene is MRTKQVPVLWACFLLWSLYIASSQTVYPGITARITQRALDYGLQVGMKVLEQLAKEIVIPDLNGSESLKFLKIDYVKYNFSNIKINAFSFPNTSLAFVPGVGIRALSNHGTANISTNWSVKAPLFRDSGAANLFLSGIYFTGIVAFTRNDFGYPALELQDCHVQVSHARVSFFGSLSALYNSFAEPMEKPILKNLNEMVQLCPIAISQVEQFNVNISALEVLTKIDNYTVLDCSLISPPEITENHLDFNLKGAFYPLESLVDPPFTPAPFHLPESRDSMLYIGISEYFFKSASFAHYVSG.... Result: 1 (interaction). (2) The miRNA is hsa-miR-4752 with sequence UUGUGGAUCUCAAGGAUGUGCU. The protein sequence of the target gene is MALVPYEETTEFGLQKFHKPLATFSFANHTIQIRQDWRHLGVAAVVWDAAIVLSTYLEMGAVELRGRSAVELGAGTGLVGIVAALLGAHVTITDRKVALEFLKSNVQANLPPHIQTKTVVKELTWGQNLGSFSPGEFDLILGADIIYLEETFTDLLQTLEHLCSNHSVILLACRIRYERDNNFLAMLERQFTVRKVHYDPEKDVHIYEAQKRNQKEDL. Result: 0 (no interaction). (3) The miRNA is hsa-miR-4290 with sequence UGCCCUCCUUUCUUCCCUC. The protein sequence of the target gene is MRLIGMPKEKYDPPDPRRIYTIMSAEEVANGKKSHWAELEISGRVRSLSTSLWSLTHLTALHLNDNYLSRIPPDIAKLHNLVYLDLSSNKLRSLPAELGNMVSLRELLLNNNLLRVLPYELGRLFQLQTLGLKGNPLSQDILNLYQDPDGTRKLLNFMLDNLAVHPEQLPPRPWITLKERDQILPSASFTVMCYNVLCDKYATRQLYGYCPSWALNWEYRKKGIMEEIVNCDADIISLQEVETEQYFTLFLPALKERGYDGFFSPKSRAKIMSEQERKHVDGCAIFFKTEKFTLVQKHTV.... Result: 1 (interaction). (4) The miRNA is mmu-miR-1960 with sequence CCAGUGCUGUUAGAAGAGGGCU. The protein sequence of the target gene is MGKVNVAKLRYMSRDDFRVLTAVEMGMKNHEIVPCSLIASIASLKHGGCNKILRELVKHKLIAWERTKTVQGYRLTNAGYDYLALKTLSSRQVVESVGNQMGVGKESDIYIVANEAGQQLALKLHRLGRTSFRNLKNKRDYHKHRHNVSWLYLSRLSAMKEFAYMKALYERKFPVPKPIDYNRHAVIMELINGYPLCQIHHVEDPASVYDEAMELIVKLGNHGLIHGDFNEFNLMLDKDDHITMIDFPQMVSTSHPNAEWYFDRDVKCIREFFMKRFSYESELYPTFSDIRKEDSLDVEV.... Result: 0 (no interaction).